This data is from Reaction yield outcomes from USPTO patents with 853,638 reactions. The task is: Predict the reaction yield, written as a fraction of the theoretical maximum amount of product (1.0 means a 100% yield; for example, 0.34 means a 34% yield). (1) The reactants are C1C=CC2N(O)N=NC=2C=1.CCN(C(C)C)C(C)C.[C:20]1([C:26]2[O:30][N:29]=[C:28]([C:31]([OH:33])=O)[CH:27]=2)[CH:25]=[CH:24][CH:23]=[CH:22][CH:21]=1.CCN=C=NCCCN(C)C.Cl.Cl.[NH2:47][CH2:48][C:49]([N:51]1[CH2:56][CH2:55][N:54]([C:57](=[O:67])[C:58]2[CH:63]=[C:62]([O:64][CH3:65])[CH:61]=[CH:60][C:59]=2[Br:66])[CH2:53][CH2:52]1)=[O:50]. The catalyst is CN(C=O)C.O. The product is [Br:66][C:59]1[CH:60]=[CH:61][C:62]([O:64][CH3:65])=[CH:63][C:58]=1[C:57]([N:54]1[CH2:53][CH2:52][N:51]([C:49](=[O:50])[CH2:48][NH:47][C:31]([C:28]2[CH:27]=[C:26]([C:20]3[CH:21]=[CH:22][CH:23]=[CH:24][CH:25]=3)[O:30][N:29]=2)=[O:33])[CH2:56][CH2:55]1)=[O:67]. The yield is 0.538. (2) The reactants are [CH2:1]([O:3][C:4]1[CH:8]=[C:7]([C:9]([O:11]C)=[O:10])[N:6]([CH3:13])[N:5]=1)[CH3:2].[OH-].[Na+]. The catalyst is CO. The product is [CH2:1]([O:3][C:4]1[CH:8]=[C:7]([C:9]([OH:11])=[O:10])[N:6]([CH3:13])[N:5]=1)[CH3:2]. The yield is 0.810. (3) The reactants are [OH:1][CH2:2][C:3]1[CH:8]=[C:7]([N+:9]([O-:11])=[O:10])[CH:6]=[CH:5][C:4]=1[OH:12].[CH2:13](Br)[C:14]1[CH:19]=[CH:18][CH:17]=[CH:16][CH:15]=1.COC(O)C1C=C([N+]([O-])=O)C=CC=1OC. No catalyst specified. The product is [CH2:13]([O:12][C:4]1[CH:5]=[CH:6][C:7]([N+:9]([O-:11])=[O:10])=[CH:8][C:3]=1[CH2:2][OH:1])[C:14]1[CH:19]=[CH:18][CH:17]=[CH:16][CH:15]=1. The yield is 0.840. (4) The catalyst is CO. The yield is 0.780. The reactants are [CH3:1][O:2][C:3]1[CH:4]=[C:5]([N:12]2[CH2:17][CH2:16][N:15]([CH2:18][CH2:19][CH3:20])[CH2:14][CH2:13]2)[CH:6]=[CH:7][C:8]=1[N+:9]([O-])=O.O.NN. The product is [CH3:1][O:2][C:3]1[CH:4]=[C:5]([N:12]2[CH2:13][CH2:14][N:15]([CH2:18][CH2:19][CH3:20])[CH2:16][CH2:17]2)[CH:6]=[CH:7][C:8]=1[NH2:9]. (5) The reactants are [Cl:1][C:2]1[CH:9]=[CH:8][C:5]([C:6]#[N:7])=[CH:4][CH:3]=1.Cl.[NH2:11][OH:12].CCO.CCN(C(C)C)C(C)C. The catalyst is C(OCC)(=O)C. The product is [Cl:1][C:2]1[CH:9]=[CH:8][C:5]([C:6](=[N:11][OH:12])[NH2:7])=[CH:4][CH:3]=1. The yield is 0.640. (6) The reactants are F[C:2]1[C:9]([CH3:10])=[CH:8][CH:7]=[CH:6][C:3]=1[C:4]#[N:5].[N:11]1[NH:12][N:13]=[CH:14][CH:15]=1.C(=O)([O-])[O-].[K+].[K+]. The catalyst is CN(C=O)C.O. The product is [CH3:10][C:9]1[C:2]([N:12]2[N:13]=[CH:14][CH:15]=[N:11]2)=[C:3]([CH:6]=[CH:7][CH:8]=1)[C:4]#[N:5]. The yield is 0.260. (7) The reactants are [Br:1][C:2]1(OCC)[CH:7]=[CH:6][C:5](O)=[CH:4][CH2:3]1.[OH2:12].[C:13]1([CH3:23])[CH:18]=[CH:17][C:16](S(O)(=O)=O)=CC=1.[O:24]1CC[CH2:26][CH2:25]1. The catalyst is O. The product is [O:12]1[CH2:23][CH2:13][CH2:18][CH2:17][CH:16]1[O:24][CH2:25][CH2:26][C:5]1[CH:4]=[CH:3][C:2]([Br:1])=[CH:7][CH:6]=1. The yield is 0.970. (8) The reactants are C1(C)C=CC(S(O[C@@H:11]([CH2:13]/[CH:14]=[CH:15]/[C:16]2[CH:17]=[N:18][CH:19]=[C:20]([O:22][CH:23]([CH3:25])[CH3:24])[CH:21]=2)[CH3:12])(=O)=O)=CC=1.[CH3:27][NH2:28]. The catalyst is C(O)C. The product is [CH3:27][NH:28][C@H:11]([CH2:13]/[CH:14]=[CH:15]/[C:16]1[CH:17]=[N:18][CH:19]=[C:20]([O:22][CH:23]([CH3:25])[CH3:24])[CH:21]=1)[CH3:12]. The yield is 0.310. (9) The reactants are [N:1]([CH2:4][CH2:5][NH:6]C(=O)CCCCCCCCCCCCC)=[N+:2]=[N-:3].[C:22]([C:26]1[CH:34]=[CH:33][C:29]([C:30](Cl)=[O:31])=[CH:28][CH:27]=1)([CH3:25])([CH3:24])[CH3:23].N(CCN)=[N+]=[N-].C(N(CC)CC)C. The catalyst is ClCCl. The product is [N:1]([CH2:4][CH2:5][NH:6][C:30](=[O:31])[C:29]1[CH:33]=[CH:34][C:26]([C:22]([CH3:25])([CH3:24])[CH3:23])=[CH:27][CH:28]=1)=[N+:2]=[N-:3]. The yield is 0.730. (10) The product is [F:1][C:2]1[CH:7]=[CH:6][C:5]([C:8]2[CH:9]=[C:10]([N:14]3[CH2:15][CH2:16][NH:17][CH2:18][CH2:19]3)[N:11]=[CH:12][N:13]=2)=[CH:4][CH:3]=1. The yield is 0.890. The catalyst is C(OCC)(=O)C. The reactants are [F:1][C:2]1[CH:7]=[CH:6][C:5]([C:8]2[N:13]=[CH:12][N:11]=[C:10]([N:14]3[CH2:19][CH2:18][N:17](C(OC(C)(C)C)=O)[CH2:16][CH2:15]3)[CH:9]=2)=[CH:4][CH:3]=1.C(OCC)(=O)C.Cl.